From a dataset of Reaction yield outcomes from USPTO patents with 853,638 reactions. Predict the reaction yield, written as a fraction of the theoretical maximum amount of product (1.0 means a 100% yield; for example, 0.34 means a 34% yield). (1) The reactants are Br[CH2:2][C:3]([C:5]1[S:6][C:7]([Cl:10])=[CH:8][CH:9]=1)=O.[Cl:11][C:12]1[CH:17]=[CH:16][C:15](/[CH:18]=[N:19]/[NH:20][C:21](=[NH:23])[NH2:22])=[CH:14][CH:13]=1. The catalyst is C(O)C. The product is [Cl:11][C:12]1[CH:13]=[CH:14][C:15](/[CH:18]=[N:19]/[N:20]2[CH:2]=[C:3]([C:5]3[S:6][C:7]([Cl:10])=[CH:8][CH:9]=3)[N:22]=[C:21]2[NH2:23])=[CH:16][CH:17]=1. The yield is 0.720. (2) The reactants are [Cl:1][C:2]1[CH:3]=[C:4]([CH:8]([C:10]2[CH:14]=[C:13]([CH:15]3[O:19][CH2:18][CH2:17][O:16]3)[S:12][CH:11]=2)O)[CH:5]=[CH:6][CH:7]=1.[C:20]1(=[O:30])[NH:24][C:23](=[O:25])[C:22]2=[CH:26][CH:27]=[CH:28][CH:29]=[C:21]12.C1C=CC(P(C2C=CC=CC=2)C2C=CC=CC=2)=CC=1.N(C(OC(C)C)=O)=NC(OC(C)C)=O. The catalyst is C1COCC1. The product is [Cl:1][C:2]1[CH:3]=[C:4]([CH:8]([C:10]2[CH:14]=[C:13]([CH:15]3[O:19][CH2:18][CH2:17][O:16]3)[S:12][CH:11]=2)[N:24]2[C:20](=[O:30])[C:21]3[C:22](=[CH:26][CH:27]=[CH:28][CH:29]=3)[C:23]2=[O:25])[CH:5]=[CH:6][CH:7]=1. The yield is 0.490.